Dataset: NCI-60 drug combinations with 297,098 pairs across 59 cell lines. Task: Regression. Given two drug SMILES strings and cell line genomic features, predict the synergy score measuring deviation from expected non-interaction effect. (1) Drug 1: CCCCCOC(=O)NC1=NC(=O)N(C=C1F)C2C(C(C(O2)C)O)O. Drug 2: C1=CC=C(C=C1)NC(=O)CCCCCCC(=O)NO. Cell line: RPMI-8226. Synergy scores: CSS=41.8, Synergy_ZIP=4.18, Synergy_Bliss=2.65, Synergy_Loewe=-34.2, Synergy_HSA=2.80. (2) Drug 1: CS(=O)(=O)C1=CC(=C(C=C1)C(=O)NC2=CC(=C(C=C2)Cl)C3=CC=CC=N3)Cl. Drug 2: C1=NC2=C(N=C(N=C2N1C3C(C(C(O3)CO)O)F)Cl)N. Cell line: T-47D. Synergy scores: CSS=9.15, Synergy_ZIP=0.252, Synergy_Bliss=4.82, Synergy_Loewe=1.99, Synergy_HSA=3.63. (3) Drug 1: C1=C(C(=O)NC(=O)N1)N(CCCl)CCCl. Drug 2: CCCCC(=O)OCC(=O)C1(CC(C2=C(C1)C(=C3C(=C2O)C(=O)C4=C(C3=O)C=CC=C4OC)O)OC5CC(C(C(O5)C)O)NC(=O)C(F)(F)F)O. Cell line: UACC-257. Synergy scores: CSS=5.87, Synergy_ZIP=-1.86, Synergy_Bliss=0.642, Synergy_Loewe=-0.489, Synergy_HSA=-0.891. (4) Drug 1: CC(CN1CC(=O)NC(=O)C1)N2CC(=O)NC(=O)C2. Drug 2: CC1C(C(=O)NC(C(=O)N2CCCC2C(=O)N(CC(=O)N(C(C(=O)O1)C(C)C)C)C)C(C)C)NC(=O)C3=C4C(=C(C=C3)C)OC5=C(C(=O)C(=C(C5=N4)C(=O)NC6C(OC(=O)C(N(C(=O)CN(C(=O)C7CCCN7C(=O)C(NC6=O)C(C)C)C)C)C(C)C)C)N)C. Cell line: KM12. Synergy scores: CSS=30.7, Synergy_ZIP=9.36, Synergy_Bliss=8.33, Synergy_Loewe=8.91, Synergy_HSA=8.67.